Dataset: Catalyst prediction with 721,799 reactions and 888 catalyst types from USPTO. Task: Predict which catalyst facilitates the given reaction. Reactant: [Cl:1][C:2]1[CH:23]=[C:22]([C:24]([F:27])([F:26])[F:25])[CH:21]=[CH:20][C:3]=1[CH2:4][N:5]1[C:9](/[CH:10]=[CH:11]/[C:12](O)=[O:13])=[CH:8][C:7]([O:15][CH2:16][CH2:17][O:18][CH3:19])=[N:6]1.[CH3:28][CH:29]([CH3:36])[CH2:30][CH2:31][S:32]([NH2:35])(=[O:34])=[O:33].N12CCCN=C1CCCCC2.Cl. Product: [Cl:1][C:2]1[CH:23]=[C:22]([C:24]([F:27])([F:25])[F:26])[CH:21]=[CH:20][C:3]=1[CH2:4][N:5]1[C:9](/[CH:10]=[CH:11]/[C:12]([NH:35][S:32]([CH2:31][CH2:30][CH:29]([CH3:36])[CH3:28])(=[O:34])=[O:33])=[O:13])=[CH:8][C:7]([O:15][CH2:16][CH2:17][O:18][CH3:19])=[N:6]1. The catalyst class is: 35.